This data is from Reaction yield outcomes from USPTO patents with 853,638 reactions. The task is: Predict the reaction yield, written as a fraction of the theoretical maximum amount of product (1.0 means a 100% yield; for example, 0.34 means a 34% yield). (1) The reactants are [C:1]([O:5][C:6]([N:8]1[CH2:13][CH2:12][CH:11]([CH:14]([C:16]2[CH:21]=[CH:20][C:19]([Br:22])=[CH:18][CH:17]=2)[OH:15])[CH2:10][CH2:9]1)=[O:7])([CH3:4])([CH3:3])[CH3:2].[C:23]1(O)[CH:28]=[CH:27][CH:26]=[CH:25][CH:24]=1.C1C=CC(P(C2C=CC=CC=2)C2C=CC=CC=2)=CC=1.CC(OC(/N=N/C(OC(C)C)=O)=O)C. The catalyst is C1COCC1. The product is [C:1]([O:5][C:6]([N:8]1[CH2:9][CH2:10][CH:11]([CH:14]([C:16]2[CH:21]=[CH:20][C:19]([Br:22])=[CH:18][CH:17]=2)[O:15][C:23]2[CH:28]=[CH:27][CH:26]=[CH:25][CH:24]=2)[CH2:12][CH2:13]1)=[O:7])([CH3:4])([CH3:2])[CH3:3]. The yield is 0.480. (2) The reactants are CC(P(C(C)(C)C)[C:6]1[C:11]([C:6]2[CH:11]=[CH:10][CH:9]=[CH:8][CH:7]=2)=[CH:10][CH:9]=[CH:8][CH:7]=1)(C)C.[C:22]1([C:28]#[C:29][P:30](=[O:35])([OH:34])[O:31][CH2:32][CH3:33])[CH:27]=[CH:26][CH:25]=[CH:24][CH:23]=1.C#CCCCC. The catalyst is [Au].ClC(Cl)C. The product is [CH2:32]([O:31][P:30]1(=[O:34])[CH:29]=[C:28]([C:22]2[CH:23]=[CH:24][CH:25]=[CH:26][CH:27]=2)[CH:11]=[C:6]([CH2:7][CH2:8][CH2:9][CH3:10])[O:35]1)[CH3:33]. The yield is 0.700. (3) The reactants are [C:1]([NH:6][C:7]1[NH:8][C:9](=[O:54])[C:10]2[N:11]=[CH:12][N:13]([C:52]=2[N:53]=1)[C@@H:14]1[O:51][C@H:41]([CH2:42][O:43][Si](C(C)(C)C)(C)C)[C@@H:16]([O:17][C:18]([C:35]2[CH:40]=[CH:39][CH:38]=[CH:37][CH:36]=2)([C:27]2[CH:32]=[CH:31][C:30]([O:33][CH3:34])=[CH:29][CH:28]=2)[C:19]2[CH:24]=[CH:23][C:22]([O:25][CH3:26])=[CH:21][CH:20]=2)[CH2:15]1)(=[O:5])[CH:2]([CH3:4])[CH3:3].[F-].C([N+](CCCC)(CCCC)CCCC)CCC. The catalyst is C1COCC1. The product is [C:1]([NH:6][C:7]1[NH:8][C:9](=[O:54])[C:10]2[N:11]=[CH:12][N:13]([C:52]=2[N:53]=1)[C@@H:14]1[O:51][C@H:41]([CH2:42][OH:43])[C@@H:16]([O:17][C:18]([C:35]2[CH:40]=[CH:39][CH:38]=[CH:37][CH:36]=2)([C:27]2[CH:32]=[CH:31][C:30]([O:33][CH3:34])=[CH:29][CH:28]=2)[C:19]2[CH:20]=[CH:21][C:22]([O:25][CH3:26])=[CH:23][CH:24]=2)[CH2:15]1)(=[O:5])[CH:2]([CH3:4])[CH3:3]. The yield is 0.600. (4) The reactants are [CH2:1]([O:3][C:4]1[C:12]([CH:13]([CH3:15])[CH3:14])=[CH:11][CH:10]=[CH:9][C:5]=1[CH2:6]CN)[CH3:2].[CH:16]([N:19](C(C)C)CC)(C)C.Cl.[O:26]=[C:27]1[NH:36][C:35]2[N:34]=[CH:33][C:32](/[CH:37]=[CH:38]/[C:39]([OH:41])=O)=[CH:31][C:30]=2[CH2:29][CH2:28]1.O.ON1C2C=CC=CC=2N=N1.Cl.CN(C)CCCN=C=NCC. The catalyst is CN(C=O)C.O. The product is [CH2:1]([O:3][C:4]1[C:12]([CH:13]([CH3:14])[CH3:15])=[CH:11][CH:10]=[CH:9][C:5]=1[CH2:6][N:19]([CH3:16])[C:39](=[O:41])/[CH:38]=[CH:37]/[C:32]1[CH:33]=[N:34][C:35]2[NH:36][C:27](=[O:26])[CH2:28][CH2:29][C:30]=2[CH:31]=1)[CH3:2]. The yield is 0.520. (5) The yield is 0.580. The reactants are [Cl:1][C:2]1[CH:3]=[C:4]([NH:11][C:12]2[N:17]=[C:16]([N:18]3[CH2:23][C@@H:22]4[C@@:20]([NH:25][C:26](=[O:32])OC(C)(C)C)([C@@H:21]4[CH3:24])[CH2:19]3)[C:15]([F:33])=[CH:14][N:13]=2)[CH:5]=[N:6][C:7]=1[C@@H:8]([OH:10])[CH3:9].Cl.C(N(CC)CC)C.CN(C(ON1N=NC2[CH:53]=[CH:54][CH:55]=NC1=2)=[N+](C)C)C.F[P-](F)(F)(F)(F)F. The catalyst is CO.O1CCOCC1.CN(C=O)C. The product is [Cl:1][C:2]1[CH:3]=[C:4]([NH:11][C:12]2[N:17]=[C:16]([N:18]3[CH2:23][C@@H:22]4[C@@:20]([NH:25][C:26]([CH:53]5[CH2:54][CH2:55]5)=[O:32])([C@@H:21]4[CH3:24])[CH2:19]3)[C:15]([F:33])=[CH:14][N:13]=2)[CH:5]=[N:6][C:7]=1[C@H:8]([OH:10])[CH3:9]. (6) The reactants are [C:1]1([N:7]([C:14]2[CH:19]=[CH:18][CH:17]=[CH:16][CH:15]=2)[C:8]2[CH:13]=[CH:12][CH:11]=[CH:10][CH:9]=2)[CH:6]=[CH:5][CH:4]=[CH:3][CH:2]=1.[Br:20]N1C(=O)CCC1=O. The catalyst is C(OCC)(=O)C. The product is [CH:17]1[CH:16]=[CH:15][C:14]([N:7]([C:1]2[CH:2]=[CH:3][C:4]([Br:20])=[CH:5][CH:6]=2)[C:8]2[CH:13]=[CH:12][CH:11]=[CH:10][CH:9]=2)=[CH:19][CH:18]=1. The yield is 0.730. (7) The reactants are [O-]P([O-])([O-])=O.[K+].[K+].[K+].[CH2:9]([NH2:16])[C:10]1[CH:15]=[CH:14][CH:13]=[CH:12][CH:11]=1.[Cl:17][C:18]1[CH:23]=[CH:22][C:21](I)=[CH:20][CH:19]=1.C(O)CO. The catalyst is [Cu]I.CCCCCC.C(OCC)(=O)C.CC(O)C. The product is [Cl:17][C:18]1[CH:23]=[CH:22][C:21]([NH:16][CH2:9][C:10]2[CH:15]=[CH:14][CH:13]=[CH:12][CH:11]=2)=[CH:20][CH:19]=1. The yield is 0.840. (8) The reactants are [CH:1]([O:4][C:5]([N:7]1[CH2:12][CH2:11][CH:10]([OH:13])[CH2:9][CH2:8]1)=[O:6])([CH3:3])[CH3:2].[Cl:14][C:15]1[C:20]([CH3:21])=[C:19](Cl)[N:18]=[CH:17][N:16]=1. The catalyst is C1COCC1.CC(C)([O-])C.[K+]. The product is [CH:1]([O:4][C:5]([N:7]1[CH2:8][CH2:9][CH:10]([O:13][C:19]2[C:20]([CH3:21])=[C:15]([Cl:14])[N:16]=[CH:17][N:18]=2)[CH2:11][CH2:12]1)=[O:6])([CH3:3])[CH3:2]. The yield is 0.980. (9) The reactants are [F:1][C:2]1[CH:7]=[C:6]([N+:8]([O-:10])=[O:9])[CH:5]=[CH:4][C:3]=1[NH2:11].[Br:12]Br.C([O-])(O)=O.[Na+]. The catalyst is CC(O)=O. The product is [Br:12][C:4]1[CH:5]=[C:6]([N+:8]([O-:10])=[O:9])[CH:7]=[C:2]([F:1])[C:3]=1[NH2:11]. The yield is 0.970. (10) The reactants are [CH3:1][C:2]1([CH3:14])[C:6]([CH3:8])([CH3:7])[O:5][B:4]([C:9]2[CH:10]=[N:11][NH:12][CH:13]=2)[O:3]1.C(=O)([O-])[O-].[Cs+].[Cs+].Br[CH:22]1[CH2:25][S:24](=[O:27])(=[O:26])[CH2:23]1. The catalyst is CN(C)C=O. The product is [CH3:1][C:2]1([CH3:14])[C:6]([CH3:7])([CH3:8])[O:5][B:4]([C:9]2[CH:13]=[N:12][N:11]([CH:22]3[CH2:25][S:24](=[O:27])(=[O:26])[CH2:23]3)[CH:10]=2)[O:3]1. The yield is 0.120.